From a dataset of Full USPTO retrosynthesis dataset with 1.9M reactions from patents (1976-2016). Predict the reactants needed to synthesize the given product. (1) Given the product [NH2:10][C:11]1[N:12]=[CH:13][C:14]([C:19]2[CH:20]=[C:21]([CH:34]=[CH:35][CH:36]=2)[C:22]([NH:24][CH2:25][C:26]2[CH:31]=[CH:30][C:29]([Cl:32])=[CH:28][C:27]=2[F:33])=[O:23])=[N:15][C:16]=1[C:17]1[NH:38][N:37]=[C:39]([CH:41]2[CH2:46][CH2:45][CH2:44][NH:43][CH2:42]2)[N:18]=1, predict the reactants needed to synthesize it. The reactants are: C(N)(=O)C1C=CC=CC=1.[NH2:10][C:11]1[N:12]=[CH:13][C:14]([C:19]2[CH:20]=[C:21]([CH:34]=[CH:35][CH:36]=2)[C:22]([NH:24][CH2:25][C:26]2[CH:31]=[CH:30][C:29]([Cl:32])=[CH:28][C:27]=2[F:33])=[O:23])=[N:15][C:16]=1[C:17]#[N:18].[NH:37]([C:39]([C@H:41]1[CH2:46][CH2:45][CH2:44][N:43](C(OC(C)(C)C)=O)[CH2:42]1)=O)[NH2:38]. (2) The reactants are: [CH3:1][S:2]([OH:5])(=[O:4])=[O:3].[Si]([O:13][CH2:14][CH2:15][N:16]([C:44]#[N:45])[C:17]1[CH:22]=[CH:21][C:20]([N:23]2[CH2:28][CH2:27][C:26]3[C:29]([C:40]([NH2:42])=[O:41])=[N:30][N:31]([C:32]4[CH:37]=[CH:36][C:35]([O:38][CH3:39])=[CH:34][CH:33]=4)[C:25]=3[C:24]2=[O:43])=[CH:19][CH:18]=1)(C(C)(C)C)(C)C.C(OCC)C. Given the product [CH3:1][S:2]([OH:5])(=[O:4])=[O:3].[NH:45]=[C:44]1[N:16]([C:17]2[CH:22]=[CH:21][C:20]([N:23]3[CH2:28][CH2:27][C:26]4[C:29]([C:40]([NH2:42])=[O:41])=[N:30][N:31]([C:32]5[CH:37]=[CH:36][C:35]([O:38][CH3:39])=[CH:34][CH:33]=5)[C:25]=4[C:24]3=[O:43])=[CH:19][CH:18]=2)[CH2:15][CH2:14][O:13]1, predict the reactants needed to synthesize it. (3) The reactants are: C([O:4][C:5]1[CH:6]=[C:7]2[C:12](=[CH:13][C:14]=1[O:15][CH3:16])[N:11]=[CH:10][N:9]=[C:8]2[NH:17][C:18]1[CH:23]=[CH:22][CH:21]=[C:20]([C:24]#[CH:25])[CH:19]=1)(=O)C.[OH-].[Na+].Cl. Given the product [C:24]([C:20]1[CH:19]=[C:18]([NH:17][C:8]2[C:7]3[C:12](=[CH:13][C:14]([O:15][CH3:16])=[C:5]([OH:4])[CH:6]=3)[N:11]=[CH:10][N:9]=2)[CH:23]=[CH:22][CH:21]=1)#[CH:25], predict the reactants needed to synthesize it.